Task: Regression/Classification. Given a drug SMILES string, predict its absorption, distribution, metabolism, or excretion properties. Task type varies by dataset: regression for continuous measurements (e.g., permeability, clearance, half-life) or binary classification for categorical outcomes (e.g., BBB penetration, CYP inhibition). Dataset: cyp2c19_veith.. Dataset: CYP2C19 inhibition data for predicting drug metabolism from PubChem BioAssay (1) The compound is Cc1ccccc1OC[C@H](O)CO. The result is 0 (non-inhibitor). (2) The drug is C1CNCCOCCNCCN1. The result is 0 (non-inhibitor). (3) The compound is CN1CCO[C@H](c2ccccc2)c2ccccc2C1. The result is 0 (non-inhibitor). (4) The compound is Cc1nc(NC(=O)c2ccccc2)sc1-c1csc(Nc2cccc(F)c2)n1. The result is 1 (inhibitor). (5) The compound is CCC(c1nnnn1CCOC)N1CCN(C(=O)c2ccco2)CC1.Cl. The result is 1 (inhibitor). (6) The drug is CN(CCc1ccccn1)c1ccc2c(c1)Cc1ccccc1-2. The result is 1 (inhibitor). (7) The drug is COc1cc(Nc2nc(-c3ccccc3)c3cc(C)ccc3n2)cc(OC)c1OC. The result is 1 (inhibitor).